This data is from Full USPTO retrosynthesis dataset with 1.9M reactions from patents (1976-2016). The task is: Predict the reactants needed to synthesize the given product. Given the product [Cl:1][C:2]1[CH:3]=[C:4]([NH:16][C:17]2[N:22]=[CH:21][N:20]=[C:19]3[NH:23][N:24]=[C:25]([O:26][CH2:27][CH2:28][N:29]4[CH2:30][CH2:31][O:32][C:33]4=[O:34])[C:18]=23)[CH:5]=[CH:6][C:7]=1[O:8][CH2:9][C:10]1[CH:15]=[CH:14][CH:13]=[CH:12][N:11]=1, predict the reactants needed to synthesize it. The reactants are: [Cl:1][C:2]1[CH:3]=[C:4]([NH:16][C:17]2[N:22]=[CH:21][N:20]=[C:19]3[NH:23][N:24]=[C:25]([O:26][CH2:27][CH2:28][NH:29][CH2:30][CH2:31][OH:32])[C:18]=23)[CH:5]=[CH:6][C:7]=1[O:8][CH2:9][C:10]1[CH:15]=[CH:14][CH:13]=[CH:12][N:11]=1.[C:33](C1NC=CN=1)(C1NC=CN=1)=[O:34].